Dataset: Full USPTO retrosynthesis dataset with 1.9M reactions from patents (1976-2016). Task: Predict the reactants needed to synthesize the given product. (1) Given the product [Br:1][C:2]1[C:3]([CH3:10])=[CH:4][C:5]2[N:6]([CH:12]=[CH:13][N:9]=2)[C:7]=1[CH3:8], predict the reactants needed to synthesize it. The reactants are: [Br:1][C:2]1[C:3]([CH3:10])=[CH:4][C:5]([NH2:9])=[N:6][C:7]=1[CH3:8].Cl[CH2:12][CH:13]=O.C1(C)C=CC=CC=1.C([O-])(O)=O.[Na+]. (2) The reactants are: Cl[C:2]1[C:3]2[C:4](=[CH:16][N:17](CC3C=CC(OC)=CC=3)[N:18]=2)[N:5]=[C:6]([C:8]2[CH:13]=[CH:12][C:11]([O:14][CH3:15])=[CH:10][CH:9]=2)[N:7]=1.[C:28]([N:32]1[CH2:37][CH2:36][N:35]([C:38]2[CH:44]=[CH:43][C:41]([NH2:42])=[CH:40][CH:39]=2)[CH2:34][CH2:33]1)([CH3:31])([CH3:30])[CH3:29].Cl. Given the product [C:28]([N:32]1[CH2:37][CH2:36][N:35]([C:38]2[CH:39]=[CH:40][C:41]([NH:42][C:2]3[C:3]4[NH:18][N:17]=[CH:16][C:4]=4[N:5]=[C:6]([C:8]4[CH:9]=[CH:10][C:11]([O:14][CH3:15])=[CH:12][CH:13]=4)[N:7]=3)=[CH:43][CH:44]=2)[CH2:34][CH2:33]1)([CH3:31])([CH3:29])[CH3:30], predict the reactants needed to synthesize it. (3) Given the product [F:9][C:3]([P:2]([C:10]([F:15])([F:16])[C:11]([F:12])([F:13])[F:14])[C:17]([F:23])([F:22])[C:18]([F:21])([F:20])[F:19])([F:8])[C:4]([F:7])([F:6])[F:5], predict the reactants needed to synthesize it. The reactants are: F[P:2](F)([C:17]([F:23])([F:22])[C:18]([F:21])([F:20])[F:19])([C:10]([F:16])([F:15])[C:11]([F:14])([F:13])[F:12])[C:3]([F:9])([F:8])[C:4]([F:7])([F:6])[F:5].C([SiH](CC)CC)C.FC=C. (4) The reactants are: [CH3:1][O:2][CH2:3][C@@H:4]([O:6][C:7]1[CH:8]=[C:9]([CH:13]=[C:14]([O:16][C:17]2[CH:22]=[CH:21][C:20]([S:23]([CH3:26])(=[O:25])=[O:24])=[CH:19][CH:18]=2)[CH:15]=1)[C:10](O)=[O:11])[CH3:5].C(Cl)(=O)C(Cl)=O.[Cl:33][CH2:34][C:35]1[N:36]=[C:37]([NH2:40])[S:38][CH:39]=1.CCN(C(C)C)C(C)C.CN(C1C=CC=CN=1)C. Given the product [Cl:33][CH2:34][C:35]1[N:36]=[C:37]([NH:40][C:10](=[O:11])[C:9]2[CH:13]=[C:14]([O:16][C:17]3[CH:18]=[CH:19][C:20]([S:23]([CH3:26])(=[O:25])=[O:24])=[CH:21][CH:22]=3)[CH:15]=[C:7]([O:6][C@@H:4]([CH3:5])[CH2:3][O:2][CH3:1])[CH:8]=2)[S:38][CH:39]=1, predict the reactants needed to synthesize it. (5) The reactants are: [CH3:1][O:2][C:3]1[CH:8]=[CH:7][CH:6]=[CH:5][C:4]=1[S:9]([N:12]([CH3:31])[C:13]1[CH:14]=[CH:15][CH:16]=[C:17]2[C:21]=1[NH:20][C:19]([C:22]1[S:23][CH:24]([CH2:27][C:28]([OH:30])=O)[CH2:25][N:26]=1)=[CH:18]2)(=[O:11])=[O:10].C[N:33](C)C=O.Cl.CN(C)CCCN=C=NCC. Given the product [CH3:1][O:2][C:3]1[CH:8]=[CH:7][CH:6]=[CH:5][C:4]=1[S:9]([N:12]([CH3:31])[C:13]1[CH:14]=[CH:15][CH:16]=[C:17]2[C:21]=1[NH:20][C:19]([C:22]1[S:23][CH:24]([CH2:27][C:28]([NH2:33])=[O:30])[CH2:25][N:26]=1)=[CH:18]2)(=[O:11])=[O:10], predict the reactants needed to synthesize it.